Dataset: Forward reaction prediction with 1.9M reactions from USPTO patents (1976-2016). Task: Predict the product of the given reaction. (1) Given the reactants C[O:2][C:3](=[O:34])[CH2:4][O:5][C:6]1[CH:15]=[CH:14][C:13]([S:16][CH2:17][C:18]2[CH:23]=[CH:22][C:21]([C:24]3[CH:29]=[CH:28][C:27]([C:30]([F:33])([F:32])[F:31])=[CH:26][N:25]=3)=[CH:20][CH:19]=2)=[C:12]2[C:7]=1[CH2:8][CH2:9][CH2:10][O:11]2.[K+].[Br-], predict the reaction product. The product is: [F:33][C:30]([F:31])([F:32])[C:27]1[CH:28]=[CH:29][C:24]([C:21]2[CH:20]=[CH:19][C:18]([CH2:17][S:16][C:13]3[CH:14]=[CH:15][C:6]([O:5][CH2:4][C:3]([OH:34])=[O:2])=[C:7]4[C:12]=3[O:11][CH2:10][CH2:9][CH2:8]4)=[CH:23][CH:22]=2)=[N:25][CH:26]=1. (2) Given the reactants [CH:1]1([N:4]([CH2:39][C:40]2[CH:45]=[C:44]([CH2:46][CH2:47][CH2:48][O:49][CH3:50])[CH:43]=[C:42]([OH:51])[CH:41]=2)[C:5]([C@@H:7]2[C@@H:12]([C:13]3[CH:18]=[CH:17][C:16]([O:19][CH2:20][CH2:21][O:22][C:23]4[C:28]([Cl:29])=[CH:27][C:26]([CH3:30])=[CH:25][C:24]=4[Cl:31])=[CH:15][CH:14]=3)[CH2:11][CH2:10][N:9]([C:32]([O:34][C:35]([CH3:38])([CH3:37])[CH3:36])=[O:33])[CH2:8]2)=[O:6])[CH2:3][CH2:2]1.N(C(N1CCCCC1)=O)=NC(N1CCCCC1)=O.O[CH2:71][C@@H:72]1[CH2:74][C@H:73]1[C:75]([O:77][CH2:78][CH3:79])=[O:76].C(P(CCCC)CCCC)CCC, predict the reaction product. The product is: [CH:1]1([N:4]([CH2:39][C:40]2[CH:45]=[C:44]([CH2:46][CH2:47][CH2:48][O:49][CH3:50])[CH:43]=[C:42]([O:51][CH2:71][C@@H:72]3[CH2:74][C@H:73]3[C:75]([O:77][CH2:78][CH3:79])=[O:76])[CH:41]=2)[C:5]([C@@H:7]2[C@@H:12]([C:13]3[CH:14]=[CH:15][C:16]([O:19][CH2:20][CH2:21][O:22][C:23]4[C:28]([Cl:29])=[CH:27][C:26]([CH3:30])=[CH:25][C:24]=4[Cl:31])=[CH:17][CH:18]=3)[CH2:11][CH2:10][N:9]([C:32]([O:34][C:35]([CH3:38])([CH3:37])[CH3:36])=[O:33])[CH2:8]2)=[O:6])[CH2:3][CH2:2]1. (3) The product is: [N+:1]([O-:4])([OH:3])=[O:2].[N+:17]([O-:20])([OH:19])=[O:18].[NH2:5][C@H:6]([C:14]([OH:16])=[O:15])[CH2:7][CH2:8][CH2:9][NH:10][C:11]([NH2:13])=[O:12].[N+:1]([O-:4])([OH:3])=[O:2].[N+:1]([O-:4])([OH:3])=[O:2].[N+:1]([O-:4])([OH:3])=[O:2].[NH2:21][C@H:22]([C:30]([OH:32])=[O:31])[CH2:23][CH2:24][CH2:25][NH:26][C:27]([NH2:29])=[O:28]. Given the reactants [N+:1]([O-:4])([OH:3])=[O:2].[NH2:5][C@H:6]([C:14]([OH:16])=[O:15])[CH2:7][CH2:8][CH2:9][NH:10][C:11]([NH2:13])=[O:12].[N+:17]([O-:20])([OH:19])=[O:18].[NH2:21][C@H:22]([C:30]([OH:32])=[O:31])[CH2:23][CH2:24][CH2:25][NH:26][C:27]([NH2:29])=[O:28], predict the reaction product.